Dataset: Drug-target binding data from BindingDB using IC50 measurements. Task: Regression. Given a target protein amino acid sequence and a drug SMILES string, predict the binding affinity score between them. We predict pIC50 (pIC50 = -log10(IC50 in M); higher means more potent). Dataset: bindingdb_ic50. (1) The compound is COc1ccc(C2CNC(=O)C2)cc1O. The pIC50 is 3.0. The target protein (Q28156) has sequence MERAGPGSARPQQQWDQDSVEAWLDDHWDFTFSYFVRKGTREMVNAWFAERVHTIPVCKEGIKGHTESCSCPLQPSPRAESSVPGTPTRKISASEFDRPLRPIVIKDSEGTVSFLSDSDKKEQMPLTSPRFDNDEGDQCSRLLELVKDISSHLDVTALCHKIFLHIHGLISADRYSLFLVCEDSSNDKFLISRLFDVAEGSTLEEASNNCIRLEWNKGIVGHVAAFGEPLNIKDAYEDPRFNAEVDQITGYKTQSILCMPIKNHREEVVGVAQAINKKSGNGGTFTEKDEKDFAAYLAFCGIVLHNAQLYETSLLENKRNQVLLDLASLIFEEQQSLEVILKKIAATIISFMQVQKCTIFIVDEDCSDSFSSVFHMECEELEKSSDTLTRERDANRINYMYAQYVKNTMEPLNIPDVSKDKRFPWTNENMGNINQQCIRSLLCTPIKNGKKNKVIGVCQLVNKMEETTGKVKAFNRNDEQFLEAFVIFCGLGIQNTQMYE.... (2) The small molecule is CC1(C)CC=C(c2nc([C@@H]3CC(C)(C)O[C@](C)(CO)C3)ccc2NC(=O)c2nc(C#N)c[nH]2)CC1. The target protein sequence is MGLGAPLVLLVATAWHVRGVPVIEPRGPELVVEPGTAVTLRCVGNGSVEWEGPISPHWNLDPDSPSSILSTNNATFLNTGTYRCTEPGSPLGGSATIHIYVKDPVRPWKVLTQEVTVLEGQDALLPCLLTDPALEAGVSLMRVRGRPVLRQTNYSFSPWYGFTIHKAQFTETQGYQCSARVGGRTVTSMGIWLKVQKVIPGPPTLTLKPAELVRIQGEAANIECSASNVDVNFDVFLQHEDTKLTIPQQSDFQGNQYQKVLTLELDHVGFQDAGNYTCVATNVRGISSTSMIFRVVESAYLNLTSEQSLLQEVTVGEKVDLQVKVEAYPSLEGYNWTYLGPFSDQQAKLKFVITKDTYRYTSTLSLPRLKPSEAGRYSFLARNTRGGDSLTFELTLLYPPEVRITWTTVNGSDALLCEASGYPQPNVTWLQCRGHTDRCDEAQALVLEDSYSEVLSQEPFHKVIVHSLLAMGTMEHNMTYECRALNSVGNSSQAFRPIPI.... The pIC50 is 8.2. (3) The drug is CC(C)(C(=O)O)C(=O)N(O)Cc1ccccc1Cl. The target protein (Q4QKG6) has sequence MTNNMNNYPLLSLINSPEDLRLLNKDQLPQLCQELRAYLLESVSQTSGHLASGLGTVELTVALHYVYKTPFDQLIWDVGHQAYPHKILTGRREQMSTIRQKDGIHPFPWREESEFDVLSVGHSSTSISAGLGIAVAAERENAGRKTVCVIGDGAITAGMAFEALNHAGALHTDMLVILNDNEMSISENVGALNNHLARIFSGSLYSTLRDGSKKILDKVPPIKNFMKKTEEHMKGVMFSPESTLFEELGFNYIGPVDGHNIDELVAMLTNMRNLKGPQFLHIKTKKGKGYAPAEKDPIGFHGVPKFDPISGELPKNNSKPTYSKIFGDWLCEMAEKDAKIIGITPAMREGSGMVEFSQRFPKQYFDVAIAEQHTVTFATGLAIGGYKPVVAIYSTFLQRAYDQLIHDVAIQNLPVLFAIDRAGIVGADGATHQGAFDISFMRCIPNMIIMTPSDENECRQMLYTGYQCGKPAAVRYPRGNAVGVKLTPLEMLPIGKSRLI.... The pIC50 is 6.0. (4) The drug is CCCn1sc(=O)n(CC)c1=O. The target is XTSFAESXKPVQQPSAFGS. The pIC50 is 5.0.